Dataset: Reaction yield outcomes from USPTO patents with 853,638 reactions. Task: Predict the reaction yield, written as a fraction of the theoretical maximum amount of product (1.0 means a 100% yield; for example, 0.34 means a 34% yield). (1) The reactants are [Cl:1][C:2]1[C:10]2[C:5](=[CH:6][C:7]([C:11]([NH:13][CH:14]([C:24]3[CH:29]=[CH:28][CH:27]=[CH:26][C:25]=3[Cl:30])[CH2:15][O:16][CH2:17][CH:18]3[CH2:23][CH2:22][NH:21][CH2:20][CH2:19]3)=[O:12])=[CH:8][CH:9]=2)[NH:4][CH:3]=1.C(=O)([O-])[O-].[K+].[K+].Br[CH2:38][CH2:39][F:40].O. The catalyst is CS(C)=O. The product is [Cl:1][C:2]1[C:10]2[C:5](=[CH:6][C:7]([C:11]([NH:13][CH:14]([C:24]3[CH:29]=[CH:28][CH:27]=[CH:26][C:25]=3[Cl:30])[CH2:15][O:16][CH2:17][CH:18]3[CH2:23][CH2:22][N:21]([CH2:38][CH2:39][F:40])[CH2:20][CH2:19]3)=[O:12])=[CH:8][CH:9]=2)[NH:4][CH:3]=1. The yield is 0.280. (2) The yield is 0.920. No catalyst specified. The product is [Br:1][C:17]1[CH:18]=[C:19]([C:23]([F:24])([F:26])[F:25])[C:20]2[CH2:21][O:22][C@:10]3([CH3:9])[C@H:14]([C:15]=2[CH:16]=1)[CH2:13][NH:12][CH2:11]3. The reactants are [Br:1]N1C(=O)CCC1=O.[CH3:9][C@@:10]12[O:22][CH2:21][C:20]3[C:19]([C:23]([F:26])([F:25])[F:24])=[CH:18][CH:17]=[CH:16][C:15]=3[C@@H:14]1[CH2:13][NH:12][CH2:11]2.